This data is from Catalyst prediction with 721,799 reactions and 888 catalyst types from USPTO. The task is: Predict which catalyst facilitates the given reaction. (1) Reactant: [CH:1]([N:4]1[CH2:9][CH2:8][NH:7][CH2:6][CH2:5]1)([CH3:3])[CH3:2].Cl[C:11]1[CH:16]=[CH:15][C:14]([N+:17]([O-:19])=[O:18])=[CH:13][N:12]=1. Product: [CH:1]([N:4]1[CH2:9][CH2:8][N:7]([C:11]2[CH:16]=[CH:15][C:14]([N+:17]([O-:19])=[O:18])=[CH:13][N:12]=2)[CH2:6][CH2:5]1)([CH3:3])[CH3:2]. The catalyst class is: 34. (2) Reactant: [Cl:1][C:2]1[N:7]=[C:6](Cl)[CH:5]=[CH:4][N:3]=1.[F:9][C:10]1[CH:18]=[C:17]2[C:13]([CH:14]=[N:15][NH:16]2)=[CH:12][C:11]=1[NH2:19].C([O-])([O-])=O.[Na+].[Na+]. Product: [Cl:1][C:2]1[N:7]=[C:6]([NH:19][C:11]2[CH:12]=[C:13]3[C:17](=[CH:18][C:10]=2[F:9])[NH:16][N:15]=[CH:14]3)[CH:5]=[CH:4][N:3]=1. The catalyst class is: 40. (3) Reactant: [Cl:1][C:2]1[CH:3]=[CH:4][C:5]2[B:9]([OH:10])[O:8][CH2:7][C:6]=2[CH:11]=1.[NH2:12][CH2:13][CH2:14][CH2:15]O. Product: [Cl:1][C:2]1[CH:3]=[CH:4][C:5]2[B:9]([O:10][CH2:15][CH2:14][CH2:13][NH2:12])[O:8][CH2:7][C:6]=2[CH:11]=1. The catalyst class is: 11. (4) Reactant: [CH3:1][C:2]([CH3:34])([CH3:33])[CH2:3][C:4]1[N:9]=[C:8]([CH2:10][O:11][C:12]2[CH:13]=[C:14]([CH2:19][CH2:20][C:21]([OH:23])=[O:22])[CH:15]=[C:16]([CH3:18])[CH:17]=2)[CH:7]=[CH:6][C:5]=1[C:24]1[CH:29]=[C:28]([O:30][CH3:31])[CH:27]=[CH:26][C:25]=1[F:32].C[O-].[Na+:37]. Product: [CH3:1][C:2]([CH3:34])([CH3:33])[CH2:3][C:4]1[N:9]=[C:8]([CH2:10][O:11][C:12]2[CH:13]=[C:14]([CH2:19][CH2:20][C:21]([O-:23])=[O:22])[CH:15]=[C:16]([CH3:18])[CH:17]=2)[CH:7]=[CH:6][C:5]=1[C:24]1[CH:29]=[C:28]([O:30][CH3:31])[CH:27]=[CH:26][C:25]=1[F:32].[Na+:37]. The catalyst class is: 5. (5) Reactant: [C:1]([O:4][CH2:5][C:6]1[C:11]([N:12]2[C:16](=[O:17])[C:15]3[S:18][C:19]([C:21]([CH3:24])([CH3:23])[CH3:22])=[CH:20][C:14]=3[CH2:13]2)=[CH:10][CH:9]=[CH:8][C:7]=1Br)(=[O:3])[CH3:2].[CH3:26][C:27]1([CH3:43])[C:31]([CH3:33])([CH3:32])[O:30][B:29]([B:29]2[O:30][C:31]([CH3:33])([CH3:32])[C:27]([CH3:43])([CH3:26])[O:28]2)[O:28]1.C([O-])(=O)C.[K+].C(Cl)Cl. Product: [C:1]([O:4][CH2:5][C:6]1[C:7]([B:29]2[O:30][C:31]([CH3:33])([CH3:32])[C:27]([CH3:43])([CH3:26])[O:28]2)=[CH:8][CH:9]=[CH:10][C:11]=1[N:12]1[C:16](=[O:17])[C:15]2[S:18][C:19]([C:21]([CH3:24])([CH3:23])[CH3:22])=[CH:20][C:14]=2[CH2:13]1)(=[O:3])[CH3:2]. The catalyst class is: 12. (6) Reactant: [Cl:1][C:2]1[CH:3]=[C:4]([CH:10]([CH3:32])[C:11]([NH:13][CH2:14][C:15]2[C:16]([C:25]3[CH:26]=[C:27]([CH3:31])[CH:28]=[CH:29][CH:30]=3)=[N:17][C:18]([C:21]([F:24])([F:23])[F:22])=[CH:19][CH:20]=2)=[O:12])[CH:5]=[CH:6][C:7]=1[C:8]#[N:9].[C:33](O[C:33]([O:35][C:36]([CH3:39])([CH3:38])[CH3:37])=[O:34])([O:35][C:36]([CH3:39])([CH3:38])[CH3:37])=[O:34].[Na].NCCNCCN. Product: [Cl:1][C:2]1[CH:3]=[C:4]([CH:10]([CH3:32])[C:11](=[O:12])[NH:13][CH2:14][C:15]2[C:16]([C:25]3[CH:26]=[C:27]([CH3:31])[CH:28]=[CH:29][CH:30]=3)=[N:17][C:18]([C:21]([F:24])([F:22])[F:23])=[CH:19][CH:20]=2)[CH:5]=[CH:6][C:7]=1[CH2:8][NH:9][C:33](=[O:34])[O:35][C:36]([CH3:39])([CH3:38])[CH3:37]. The catalyst class is: 5.